From a dataset of Full USPTO retrosynthesis dataset with 1.9M reactions from patents (1976-2016). Predict the reactants needed to synthesize the given product. (1) Given the product [CH2:1]([N:8]1[C:16]2[C:11](=[CH:12][CH:13]=[C:14]([C:17]([O:19][CH2:20][CH3:21])=[O:18])[CH:15]=2)[C:10]([C:22](=[O:23])[NH:37][CH2:36][C:35]2[CH:38]=[CH:39][C:40]([F:41])=[C:33]([F:32])[CH:34]=2)=[C:9]1[CH:25]([CH3:26])[CH3:27])[C:2]1[CH:3]=[CH:4][CH:5]=[CH:6][CH:7]=1, predict the reactants needed to synthesize it. The reactants are: [CH2:1]([N:8]1[C:16]2[C:11](=[CH:12][CH:13]=[C:14]([C:17]([O:19][CH2:20][CH3:21])=[O:18])[CH:15]=2)[C:10]([C:22](O)=[O:23])=[C:9]1[CH:25]([CH3:27])[CH3:26])[C:2]1[CH:7]=[CH:6][CH:5]=[CH:4][CH:3]=1.C(Cl)CCl.[F:32][C:33]1[CH:34]=[C:35]([CH:38]=[CH:39][C:40]=1[F:41])[CH2:36][NH2:37]. (2) Given the product [CH2:13]([O:12][C:8]1[CH:9]=[C:10]([CH3:11])[C:5]([C:3]2[N:18]=[C:19]([NH2:21])[S:20][CH:2]=2)=[C:6]([CH3:17])[CH:7]=1)[CH:14]([CH3:16])[CH3:15], predict the reactants needed to synthesize it. The reactants are: Br[CH2:2][C:3]([C:5]1[C:10]([CH3:11])=[CH:9][C:8]([O:12][CH2:13][CH:14]([CH3:16])[CH3:15])=[CH:7][C:6]=1[CH3:17])=O.[NH2:18][C:19]([NH2:21])=[S:20]. (3) Given the product [Cl:30][C:27]1[CH:26]=[CH:25][C:24]([C:22]2[O:21][C:18]3[CH:19]=[CH:20][N:15]([C:12]4[CH:13]=[CH:14][C:9]([CH:1]5[CH2:5][CH2:4][CH2:3][CH2:2]5)=[C:10]([O:32][CH3:33])[CH:11]=4)[C:16](=[O:31])[C:17]=3[CH:23]=2)=[CH:29][CH:28]=1, predict the reactants needed to synthesize it. The reactants are: [CH:1]1([Mg]Br)[CH2:5][CH2:4][CH2:3][CH2:2]1.Br[C:9]1[CH:14]=[CH:13][C:12]([N:15]2[CH:20]=[CH:19][C:18]3[O:21][C:22]([C:24]4[CH:29]=[CH:28][C:27]([Cl:30])=[CH:26][CH:25]=4)=[CH:23][C:17]=3[C:16]2=[O:31])=[CH:11][C:10]=1[O:32][CH3:33].[Cl-].[NH4+].